Dataset: Peptide-MHC class I binding affinity with 185,985 pairs from IEDB/IMGT. Task: Regression. Given a peptide amino acid sequence and an MHC pseudo amino acid sequence, predict their binding affinity value. This is MHC class I binding data. (1) The peptide sequence is YHHFKTIEL. The MHC is HLA-B40:01 with pseudo-sequence HLA-B40:01. The binding affinity (normalized) is 0.213. (2) The MHC is HLA-A02:03 with pseudo-sequence HLA-A02:03. The binding affinity (normalized) is 0.973. The peptide sequence is ILAKFLHWL. (3) The peptide sequence is GRVIPRMLY. The MHC is HLA-B08:02 with pseudo-sequence HLA-B08:02. The binding affinity (normalized) is 0.0847. (4) The peptide sequence is KIVRNMEKY. The MHC is HLA-A30:02 with pseudo-sequence HLA-A30:02. The binding affinity (normalized) is 0.301. (5) The peptide sequence is CEEGKLCYLT. The binding affinity (normalized) is 0.318. The MHC is HLA-B45:01 with pseudo-sequence HLA-B45:01.